This data is from Peptide-MHC class II binding affinity with 134,281 pairs from IEDB. The task is: Regression. Given a peptide amino acid sequence and an MHC pseudo amino acid sequence, predict their binding affinity value. This is MHC class II binding data. The peptide sequence is KTLILLETFVRVNPD. The MHC is DRB5_0101 with pseudo-sequence DRB5_0101. The binding affinity (normalized) is 0.868.